Task: Predict the reaction yield, written as a fraction of the theoretical maximum amount of product (1.0 means a 100% yield; for example, 0.34 means a 34% yield).. Dataset: Reaction yield outcomes from USPTO patents with 853,638 reactions The reactants are [CH:1]1[CH:10]=[C:9]2[C:11]([O:13][C:14](=[O:15])[C:7]3=[C:8]2[C:3](=[C:4]([Br:16])[CH:5]=[CH:6]3)[CH:2]=1)=O.[CH2:17]([NH2:23])[CH2:18][CH2:19][CH2:20][CH2:21][CH3:22].C1(C)C=CC=CC=1.C(Cl)(Cl)Cl. The catalyst is C(O)(=O)C. The product is [Br:16][C:4]1[CH:5]=[CH:6][C:7]2[C:14](=[O:15])[N:23]([CH2:17][CH2:18][CH2:19][CH2:20][CH2:21][CH3:22])[C:11](=[O:13])[C:9]3[C:8]=2[C:3]=1[CH:2]=[CH:1][CH:10]=3. The yield is 0.740.